From a dataset of Full USPTO retrosynthesis dataset with 1.9M reactions from patents (1976-2016). Predict the reactants needed to synthesize the given product. (1) Given the product [CH3:30][C:20]1[CH:25]=[CH:24][C:23]([S:26]([NH:1][C@H:2]2[C@H:7]3[CH2:8][C@H:4]([C@@H:5]([C:16]([O:18][CH3:19])=[O:17])[N:6]3[C:9]([O:11][C:12]([CH3:13])([CH3:14])[CH3:15])=[O:10])[CH2:3]2)(=[O:28])=[O:27])=[CH:22][CH:21]=1, predict the reactants needed to synthesize it. The reactants are: [NH2:1][C@H:2]1[C@H:7]2[CH2:8][C@H:4]([C@@H:5]([C:16]([O:18][CH3:19])=[O:17])[N:6]2[C:9]([O:11][C:12]([CH3:15])([CH3:14])[CH3:13])=[O:10])[CH2:3]1.[C:20]1([CH3:30])[CH:25]=[CH:24][C:23]([S:26](Cl)(=[O:28])=[O:27])=[CH:22][CH:21]=1. (2) Given the product [F:37][C:36]([F:39])([F:38])[S:33]([O:30][CH2:29][CH2:28][CH2:27][O:26][C:23]1[CH:24]=[CH:25][C:20]([CH2:19][N:8]([C:6]([O:5][C:1]([CH3:2])([CH3:4])[CH3:3])=[O:7])[C:9]([NH2:18])=[N:10][C:11]([O:13][C:14]([CH3:17])([CH3:16])[CH3:15])=[O:12])=[CH:21][C:22]=1[Br:31])(=[O:34])=[O:32], predict the reactants needed to synthesize it. The reactants are: [C:1]([O:5][C:6]([N:8]([CH2:19][C:20]1[CH:25]=[CH:24][C:23]([O:26][CH2:27][CH2:28][CH2:29][OH:30])=[C:22]([Br:31])[CH:21]=1)[C:9]([NH2:18])=[N:10][C:11]([O:13][C:14]([CH3:17])([CH3:16])[CH3:15])=[O:12])=[O:7])([CH3:4])([CH3:3])[CH3:2].[O:32](S(C(F)(F)F)(=O)=O)[S:33]([C:36]([F:39])([F:38])[F:37])(=O)=[O:34].CCN(CC)CC.